This data is from CYP3A4 inhibition data for predicting drug metabolism from PubChem BioAssay. The task is: Regression/Classification. Given a drug SMILES string, predict its absorption, distribution, metabolism, or excretion properties. Task type varies by dataset: regression for continuous measurements (e.g., permeability, clearance, half-life) or binary classification for categorical outcomes (e.g., BBB penetration, CYP inhibition). Dataset: cyp3a4_veith. (1) The compound is COc1cccc(/C=N/NC(=O)C(=O)NCc2cccnc2)c1. The result is 0 (non-inhibitor). (2) The compound is CC(=O)NCCNc1nc(-c2ccccc2CN(C)C)nc2ccccc12. The result is 0 (non-inhibitor). (3) The molecule is Cl.OC(c1ccccc1)(c1ccccc1)C1CCCN1. The result is 0 (non-inhibitor). (4) The molecule is COCCCn1c(=S)[nH]c2ncccc2c1=O. The result is 0 (non-inhibitor). (5) The drug is CN(C)CCC(C#N)(c1ccccc1)c1ccccc1. The result is 0 (non-inhibitor). (6) The molecule is O=C(c1cc(C(F)(F)F)cc(C(F)(F)F)c1)N1CCC[C@@]2(CCN(c3ccncc3)C2)C1. The result is 1 (inhibitor). (7) The molecule is Clc1ccc2c(N3CCC(CCC4CCN(c5ncnc6cc(Cl)ccc56)CC4)CC3)ncnc2c1. The result is 0 (non-inhibitor). (8) The drug is Cc1cc(Oc2ccccc2)nc(-c2ccccc2)n1. The result is 0 (non-inhibitor). (9) The molecule is O=C(c1ccncc1)N1CCC2(CC1)CCN(c1ccncc1)CC2. The result is 1 (inhibitor). (10) The drug is N[C@@](C(=O)O)(c1ccc(P(=O)(O)O)cc1)C1CC1. The result is 0 (non-inhibitor).